Dataset: Retrosynthesis with 50K atom-mapped reactions and 10 reaction types from USPTO. Task: Predict the reactants needed to synthesize the given product. (1) Given the product COc1cc(F)ccc1-c1ccc(C(c2ccncc2)N2CCN(C(C)=O)CC2)cc1, predict the reactants needed to synthesize it. The reactants are: CC(=O)N1CCNCC1.COc1cc(F)ccc1-c1ccc(C(OS(C)(=O)=O)c2ccncc2)cc1. (2) Given the product CN(C)C1CCN(Cc2cc3nc(-c4ccc(OCc5ccccc5)c5nccn45)nc(N4CCOCC4)c3s2)CC1, predict the reactants needed to synthesize it. The reactants are: Brc1ccc(OCc2ccccc2)c2nccn12.CCCC[Sn](CCCC)(CCCC)c1nc(N2CCOCC2)c2sc(CN3CCC(N(C)C)CC3)cc2n1.